Dataset: NCI-60 drug combinations with 297,098 pairs across 59 cell lines. Task: Regression. Given two drug SMILES strings and cell line genomic features, predict the synergy score measuring deviation from expected non-interaction effect. Drug 1: C1CCC(CC1)NC(=O)N(CCCl)N=O. Drug 2: CC(C)(C#N)C1=CC(=CC(=C1)CN2C=NC=N2)C(C)(C)C#N. Cell line: OVCAR-5. Synergy scores: CSS=2.40, Synergy_ZIP=-2.34, Synergy_Bliss=-0.825, Synergy_Loewe=-3.11, Synergy_HSA=-2.59.